This data is from Reaction yield outcomes from USPTO patents with 853,638 reactions. The task is: Predict the reaction yield, written as a fraction of the theoretical maximum amount of product (1.0 means a 100% yield; for example, 0.34 means a 34% yield). (1) The reactants are [NH2:1][C:2]1[N:10]=[C:9]([O:11][CH3:12])[CH:8]=[C:7]([O:13][CH3:14])[C:3]=1[C:4]([NH2:6])=[O:5].[OH:15][C:16]1[C:23]([CH3:24])=[CH:22][C:19]([CH:20]=O)=[CH:18][C:17]=1[CH3:25].OS([O-])=O.[Na+].CC1C=CC(S(O)(=O)=O)=CC=1. The catalyst is CN(C)C(=O)C. The yield is 0.396. The product is [OH:15][C:16]1[C:23]([CH3:24])=[CH:22][C:19]([C:20]2[NH:6][C:4](=[O:5])[C:3]3[C:7]([O:13][CH3:14])=[CH:8][C:9]([O:11][CH3:12])=[N:10][C:2]=3[N:1]=2)=[CH:18][C:17]=1[CH3:25]. (2) The reactants are C(N(CC)CC)C.[NH2:8][C@@H:9]([CH2:12][CH3:13])[CH2:10][OH:11].[N+:14]([C:17]1[CH:22]=[CH:21][CH:20]=[CH:19][C:18]=1[S:23](Cl)(=[O:25])=[O:24])([O-:16])=[O:15].C(=O)([O-])O.[Na+]. The catalyst is O1CCCC1. The product is [OH:11][CH2:10][C@@H:9]([NH:8][S:23]([C:18]1[CH:19]=[CH:20][CH:21]=[CH:22][C:17]=1[N+:14]([O-:16])=[O:15])(=[O:24])=[O:25])[CH2:12][CH3:13]. The yield is 0.990. (3) The product is [OH:8][CH2:7][C:6]1[CH:9]=[CH:10][C:3]([CH2:2][NH:1][C:17]([C:12]2[CH:13]=[CH:14][CH:15]=[CH:16][N:11]=2)=[O:18])=[CH:4][CH:5]=1. The reactants are [NH2:1][CH2:2][C:3]1[CH:10]=[CH:9][C:6]([CH2:7][OH:8])=[CH:5][CH:4]=1.[N:11]1[CH:16]=[CH:15][CH:14]=[CH:13][C:12]=1[C:17](O)=[O:18].ON1C2C=CC=CC=2N=N1.C(N(CC)C(C)C)(C)C.Cl.CN(C)CCCN=C=NCC. The catalyst is CN(C=O)C. The yield is 0.950. (4) The reactants are [Cl:1][C:2]1[CH:16]=[CH:15][C:5]([C:6]([NH:8][CH:9]2[CH2:14][CH2:13][CH2:12][NH:11][CH2:10]2)=[O:7])=[CH:4][CH:3]=1.[O:17]1[CH:21]=[CH:20][CH:19]=[C:18]1[C:22]1[CH:23]=[C:24]([CH:28]=[CH:29][CH:30]=1)[C:25](O)=[O:26].Cl.C(N=C=NCCCN(C)C)C.C(N(C(C)C)CC)(C)C. The catalyst is O1CCCC1.CN(C)C1C=CN=CC=1.ClCCl. The product is [Cl:1][C:2]1[CH:16]=[CH:15][C:5]([C:6]([NH:8][CH:9]2[CH2:14][CH2:13][CH2:12][N:11]([C:25](=[O:26])[C:24]3[CH:28]=[CH:29][CH:30]=[C:22]([C:18]4[O:17][CH:21]=[CH:20][CH:19]=4)[CH:23]=3)[CH2:10]2)=[O:7])=[CH:4][CH:3]=1. The yield is 0.870. (5) The reactants are CCN(CC)CC.N1C=CC=CC=1.[CH2:14]([O:16][C:17]([C:19]1[NH:20][C:21]2[C:26]([C:27]=1[CH:28]=[O:29])=[CH:25][C:24]([Br:30])=[CH:23][CH:22]=2)=[O:18])[CH3:15].[CH:31]([O:34][C:35]1[CH:40]=[CH:39][C:38](B(O)O)=[CH:37][CH:36]=1)([CH3:33])[CH3:32]. The catalyst is CC([O-])=O.CC([O-])=O.[Cu+2].C(Cl)Cl. The product is [CH2:14]([O:16][C:17]([C:19]1[N:20]([C:38]2[CH:39]=[CH:40][C:35]([O:34][CH:31]([CH3:33])[CH3:32])=[CH:36][CH:37]=2)[C:21]2[C:26]([C:27]=1[CH:28]=[O:29])=[CH:25][C:24]([Br:30])=[CH:23][CH:22]=2)=[O:18])[CH3:15]. The yield is 0.710.